From a dataset of Forward reaction prediction with 1.9M reactions from USPTO patents (1976-2016). Predict the product of the given reaction. (1) Given the reactants [Br:1][C:2]1[C:3]([CH2:16][CH:17]([CH3:23])[C:18]([O:20][CH2:21][CH3:22])=[O:19])=[C:4]([O:14]C)[C:5]2[C:10]([C:11]=1[O:12]C)=[CH:9][CH:8]=[CH:7][CH:6]=2.BrC1C(=O)C2C(=CC=CC=2)C(=O)C=1C(C)C(OCC)=O.C(Cl)Cl, predict the reaction product. The product is: [Br:1][C:2]1[C:11](=[O:12])[C:10]2[C:5](=[CH:6][CH:7]=[CH:8][CH:9]=2)[C:4](=[O:14])[C:3]=1[CH2:16][CH:17]([CH3:23])[C:18]([O:20][CH2:21][CH3:22])=[O:19]. (2) Given the reactants [OH:1][CH2:2][CH2:3][N:4]1[C:12]2[C:7](=[CH:8][C:9]([N+:13]([O-])=O)=[CH:10][CH:11]=2)[CH:6]=[C:5]1[C:16]([CH3:21])([CH3:20])[CH2:17][CH2:18][OH:19], predict the reaction product. The product is: [NH2:13][C:9]1[CH:8]=[C:7]2[C:12](=[CH:11][CH:10]=1)[N:4]([CH2:3][CH2:2][OH:1])[C:5]([C:16]([CH3:21])([CH3:20])[CH2:17][CH2:18][OH:19])=[CH:6]2. (3) Given the reactants [C:1]1([CH:7]2[C:15]3[CH:14]=[CH:13][N:12]=[CH:11][C:10]=3[CH:9]([OH:16])[O:8]2)[CH:6]=[CH:5][CH:4]=[CH:3][CH:2]=1.[BH4-].[Na+], predict the reaction product. The product is: [OH:16][CH2:9][C:10]1[CH:11]=[N:12][CH:13]=[CH:14][C:15]=1[CH:7]([C:1]1[CH:2]=[CH:3][CH:4]=[CH:5][CH:6]=1)[OH:8]. (4) Given the reactants [Br:1][C:2]1[CH:3]=[C:4]([CH:7]=[C:8](F)[CH:9]=1)[C:5]#[N:6].C[Si]([N-][Si](C)(C)C)(C)C.[Na+].[CH2:21]([OH:23])[CH3:22], predict the reaction product. The product is: [Br:1][C:2]1[CH:3]=[C:4]([CH:7]=[C:8]([O:23][CH2:21][CH3:22])[CH:9]=1)[C:5]#[N:6]. (5) Given the reactants [CH:1]1([NH2:7])[CH2:6][CH2:5][CH2:4][CH2:3][CH2:2]1.Br[CH2:9][CH2:10]Br, predict the reaction product. The product is: [CH:1]1([NH:7][CH2:2][CH2:1][NH:7][CH:10]2[CH2:9][CH2:6][CH2:5][CH2:4][CH2:3]2)[CH2:6][CH2:5][CH2:4][CH2:3][CH2:2]1. (6) Given the reactants [NH2:1][C:2]1[C:7]([F:8])=[C:6]([F:9])[C:5]([Br:10])=[CH:4][C:3]=1[CH:11](O)[CH2:12]Cl.C(=O)([O-])[O-].[K+].[K+], predict the reaction product. The product is: [Br:10][C:5]1[CH:4]=[C:3]2[C:2](=[C:7]([F:8])[C:6]=1[F:9])[NH:1][CH:12]=[CH:11]2. (7) Given the reactants [CH3:1][O:2][C:3]1[CH:4]=[C:5]([CH:11]2[CH2:16][CH:15]([C:17]([F:20])([F:19])[F:18])[N:14]3[N:21]=[C:22]([C:24]4[CH:25]=[C:26]([CH:30]=[CH:31][CH:32]=4)[C:27](O)=[O:28])[CH:23]=[C:13]3[NH:12]2)[CH:6]=[CH:7][C:8]=1[O:9][CH3:10].[CH2:33]1[CH:37]2[CH2:38][NH:39][CH2:40][CH:36]2[CH2:35][N:34]1[C:41]([O:43][C:44]([CH3:47])([CH3:46])[CH3:45])=[O:42], predict the reaction product. The product is: [CH3:1][O:2][C:3]1[CH:4]=[C:5]([CH:11]2[CH2:16][CH:15]([C:17]([F:19])([F:20])[F:18])[N:14]3[N:21]=[C:22]([C:24]4[CH:25]=[C:26]([CH:30]=[CH:31][CH:32]=4)[C:27]([N:39]4[CH2:38][CH:37]5[CH2:33][N:34]([C:41]([O:43][C:44]([CH3:47])([CH3:46])[CH3:45])=[O:42])[CH2:35][CH:36]5[CH2:40]4)=[O:28])[CH:23]=[C:13]3[NH:12]2)[CH:6]=[CH:7][C:8]=1[O:9][CH3:10].